This data is from Forward reaction prediction with 1.9M reactions from USPTO patents (1976-2016). The task is: Predict the product of the given reaction. (1) Given the reactants [Cl:1][C:2]1[C:3]2[S:10][C:9]([I:11])=[C:8]([CH3:12])[C:4]=2[N:5]=[CH:6][N:7]=1.[CH3:13][O:14][C:15]1[CH:20]=[CH:19][C:18]([O:21][CH3:22])=[CH:17][C:16]=1[NH2:23], predict the reaction product. The product is: [ClH:1].[I:11][C:9]1[S:10][C:3]2[C:2]([NH:23][C:16]3[CH:17]=[C:18]([O:21][CH3:22])[CH:19]=[CH:20][C:15]=3[O:14][CH3:13])=[N:7][CH:6]=[N:5][C:4]=2[C:8]=1[CH3:12]. (2) Given the reactants [Cl:1][C:2]1[CH:7]=[C:6]2[NH:8][C:9](=[O:38])[C:10]3([CH:15]([C:16]4[CH:21]=[CH:20][CH:19]=[C:18]([Cl:22])[CH:17]=4)[CH2:14][C:13](=[O:23])[NH:12][CH:11]3[C:24]3[CH:29]=[C:28]([I:30])[CH:27]=[CH:26][C:25]=3[O:31][CH:32]3[CH2:37][CH2:36][NH:35][CH2:34][CH2:33]3)[C:5]2=[CH:4][CH:3]=1.C(N(CC)CC)C.Br[CH2:47][C:48]([O:50][CH3:51])=[O:49], predict the reaction product. The product is: [Cl:1][C:2]1[CH:7]=[C:6]2[NH:8][C:9](=[O:38])[C:10]3([CH:15]([C:16]4[CH:21]=[CH:20][CH:19]=[C:18]([Cl:22])[CH:17]=4)[CH2:14][C:13](=[O:23])[NH:12][CH:11]3[C:24]3[CH:29]=[C:28]([I:30])[CH:27]=[CH:26][C:25]=3[O:31][CH:32]3[CH2:33][CH2:34][N:35]([CH2:47][C:48]([O:50][CH3:51])=[O:49])[CH2:36][CH2:37]3)[C:5]2=[CH:4][CH:3]=1. (3) Given the reactants [Si:1]([O:8][CH2:9][CH2:10][C:11]1[CH:24]=[N:23][C:14]2[S:15][C:16]3[CH:22]=[CH:21][CH:20]=[CH:19][C:17]=3[NH:18][C:13]=2[N:12]=1)([C:4]([CH3:7])([CH3:6])[CH3:5])([CH3:3])[CH3:2].[H-].[Na+].[CH3:27][O:28][CH2:29]Cl, predict the reaction product. The product is: [O:8]([CH2:9][CH2:10][C:11]1[CH:24]=[N:23][C:14]2[S:15][C:16]3[CH:22]=[CH:21][CH:20]=[CH:19][C:17]=3[N:18]([CH2:27][O:28][CH3:29])[C:13]=2[N:12]=1)[Si:1]([C:4]([CH3:5])([CH3:6])[CH3:7])([CH3:3])[CH3:2].